From a dataset of Reaction yield outcomes from USPTO patents with 853,638 reactions. Predict the reaction yield, written as a fraction of the theoretical maximum amount of product (1.0 means a 100% yield; for example, 0.34 means a 34% yield). (1) The reactants are [OH:1][C:2]1[CH:6]=[CH:5][N:4]([C:7](=[O:9])[CH3:8])[N:3]=1.C(=O)([O-])[O-].[K+].[K+].CN(C=O)C.Br[CH2:22][CH:23]([CH3:25])[CH3:24]. The product is [CH2:22]([O:1][C:2]1[CH:6]=[CH:5][N:4]([C:7](=[O:9])[CH3:8])[N:3]=1)[CH:23]([CH3:25])[CH3:24]. The yield is 0.690. The catalyst is CCOC(C)=O.O. (2) The reactants are [C:1]1([CH2:7][C:8]([N:10]=[C:11]=[S:12])=[O:9])[CH:6]=[CH:5][CH:4]=[CH:3][CH:2]=1.[NH2:13][C:14]1[CH:42]=[CH:41][C:17]([O:18][C:19]2[CH:24]=[CH:23][N:22]=[C:21]([NH:25][C:26]([N:28]3[CH2:33][CH2:32][CH:31]([N:34]4[CH2:39][CH2:38][CH:37]([OH:40])[CH2:36][CH2:35]4)[CH2:30][CH2:29]3)=[O:27])[CH:20]=2)=[C:16]([F:43])[CH:15]=1.C12(CS(O)(=O)=O)C(C)(C)C(CC1)CC2=O. The catalyst is C1(C)C=CC=CC=1.C(O)C. The product is [F:43][C:16]1[CH:15]=[C:14]([NH:13][C:11]([NH:10][C:8](=[O:9])[CH2:7][C:1]2[CH:6]=[CH:5][CH:4]=[CH:3][CH:2]=2)=[S:12])[CH:42]=[CH:41][C:17]=1[O:18][C:19]1[CH:24]=[CH:23][N:22]=[C:21]([NH:25][C:26]([N:28]2[CH2:29][CH2:30][CH:31]([N:34]3[CH2:35][CH2:36][CH:37]([OH:40])[CH2:38][CH2:39]3)[CH2:32][CH2:33]2)=[O:27])[CH:20]=1. The yield is 0.570. (3) The yield is 0.700. The product is [Cl:10][C:3]1[CH:4]=[N:5][CH:6]=[C:7]([C:2]=1[NH:12][CH3:11])[C:8]#[N:9]. No catalyst specified. The reactants are Cl[C:2]1[C:7]([C:8]#[N:9])=[CH:6][N:5]=[CH:4][C:3]=1[Cl:10].[CH3:11][NH2:12]. (4) The reactants are [NH2:1][C:2]1[C:3]([NH:10][C:11]2[CH:16]=[CH:15][C:14]([CH2:17][CH2:18][NH:19][C:20]([NH:22][S:23]([C:26]3[CH:31]=[CH:30][C:29]([CH3:32])=[CH:28][CH:27]=3)(=[O:25])=[O:24])=[O:21])=[CH:13][CH:12]=2)=[N:4][C:5]([CH3:9])=[CH:6][C:7]=1[CH3:8].[C:33]1([CH2:39][CH2:40][CH2:41][C:42](O)=O)[CH:38]=[CH:37][CH:36]=[CH:35][CH:34]=1.Cl.C(N=C=NCCCN(C)C)C.O.C1(C)C=CC(S(O)(=O)=O)=CC=1. The catalyst is C1(C)C=CC=CC=1.ClCCl. The product is [CH3:9][C:5]1[N:4]=[C:3]2[N:10]([C:11]3[CH:16]=[CH:15][C:14]([CH2:17][CH2:18][NH:19][C:20]([NH:22][S:23]([C:26]4[CH:27]=[CH:28][C:29]([CH3:32])=[CH:30][CH:31]=4)(=[O:25])=[O:24])=[O:21])=[CH:13][CH:12]=3)[C:42]([CH2:41][CH2:40][CH2:39][C:33]3[CH:38]=[CH:37][CH:36]=[CH:35][CH:34]=3)=[N:1][C:2]2=[C:7]([CH3:8])[CH:6]=1. The yield is 0.290.